This data is from Catalyst prediction with 721,799 reactions and 888 catalyst types from USPTO. The task is: Predict which catalyst facilitates the given reaction. (1) The catalyst class is: 25. Product: [NH2:19][CH2:18][CH2:17][NH:16][S:13]([C:12]1[C:11]2[C:6](=[CH:7][CH:8]=[C:9]([Br:27])[CH:10]=2)[NH:5][C:4]=1[C:2]([NH2:1])=[O:3])(=[O:14])=[O:15]. Reactant: [NH2:1][C:2]([C:4]1[NH:5][C:6]2[C:11]([C:12]=1[S:13]([NH:16][CH2:17][CH2:18][NH:19]C(=O)OC(C)(C)C)(=[O:15])=[O:14])=[CH:10][C:9]([Br:27])=[CH:8][CH:7]=2)=[O:3].Cl. (2) Reactant: [CH2:1]([O:8][CH:9]([CH2:25]O)[CH2:10][C:11]1([OH:24])[CH2:16][CH2:15][N:14]([C:17]([O:19][C:20]([CH3:23])([CH3:22])[CH3:21])=[O:18])[CH2:13][CH2:12]1)[C:2]1[CH:7]=[CH:6][CH:5]=[CH:4][CH:3]=1.S(Cl)(C1C=CC(C)=CC=1)(=O)=O. Product: [CH2:1]([O:8][CH:9]1[CH2:10][C:11]2([CH2:12][CH2:13][N:14]([C:17]([O:19][C:20]([CH3:22])([CH3:23])[CH3:21])=[O:18])[CH2:15][CH2:16]2)[O:24][CH2:25]1)[C:2]1[CH:3]=[CH:4][CH:5]=[CH:6][CH:7]=1. The catalyst class is: 17. (3) Reactant: [C:1]([C:5]1[CH:6]=[C:7]([N:15]2[C:19]([O:20][CH:21]3[CH2:26][CH2:25][CH2:24][CH2:23][CH2:22]3)=[CH:18][C:17]([C:27]([O-:29])=O)=[N:16]2)[CH:8]=[C:9]([C:11]2([CH3:14])[CH2:13][CH2:12]2)[CH:10]=1)([CH3:4])([CH3:3])[CH3:2].[K+].CCN(C(C)C)C(C)C.[NH2:40][C@H:41]1[CH2:44][C@H:43]([C:45]([OH:47])=[O:46])[CH2:42]1.CN(C(ON1N=NC2C=CC=NC1=2)=[N+](C)C)C.F[P-](F)(F)(F)(F)F. Product: [C:11]([C:9]1[CH:8]=[C:7]([N:15]2[C:19]([O:20][CH:21]3[CH2:26][CH2:25][CH2:24][CH2:23][CH2:22]3)=[CH:18][C:17]([C:27]([NH:40][C@H:41]3[CH2:44][C@H:43]([C:45]([OH:47])=[O:46])[CH2:42]3)=[O:29])=[N:16]2)[CH:6]=[C:5]([C:1]2([CH3:4])[CH2:2][CH2:3]2)[CH:10]=1)([CH3:14])([CH3:13])[CH3:12]. The catalyst class is: 18. (4) Reactant: [CH3:1][O:2][B:3](OC)OC.[Cl:8][C:9]1[CH:14]=[CH:13][C:12]([Mg]Br)=[CH:11][CH:10]=1. Product: [Cl:8][C:9]1[CH:14]=[CH:13][C:12]([B:3]([C:12]2[CH:13]=[CH:14][C:9]([Cl:8])=[CH:10][CH:11]=2)[O:2][CH3:1])=[CH:11][CH:10]=1. The catalyst class is: 7. (5) Reactant: [C:1]([O:5][C:6]([NH:8][CH2:9][C@H:10]1[CH2:15][CH2:14][C@H:13]([C:16]([NH:18][C@@H:19]([CH2:23][C:24]2[CH:29]=[CH:28][C:27]([C:30]3[CH:35]=[CH:34][C:33]([C:36](=[O:51])[NH:37][CH:38]4[CH2:43][CH2:42][N:41]([C:44]([O:46][C:47]([CH3:50])([CH3:49])[CH3:48])=[O:45])[CH2:40][CH2:39]4)=[CH:32][C:31]=3[CH3:52])=[CH:26][CH:25]=2)[C:20](O)=[O:21])=[O:17])[CH2:12][CH2:11]1)=[O:7])([CH3:4])([CH3:3])[CH3:2].[N:53]1[CH:58]=[CH:57][CH:56]=[C:55]([C:59]2[NH:63][C:62]3[CH:64]=[CH:65][C:66]([NH2:68])=[CH:67][C:61]=3[N:60]=2)[CH:54]=1.C(N(CC)C(C)C)(C)C.F[P-](F)(F)(F)(F)F.CN(C(ON1C2=NC=CC=C2N=N1)=[N+](C)C)C. Product: [C:1]([O:5][C:6]([NH:8][CH2:9][C@H:10]1[CH2:15][CH2:14][C@H:13]([C:16]([NH:18][C@H:19]([C:20](=[O:21])[NH:68][C:66]2[CH:65]=[CH:64][C:62]3[NH:63][C:59]([C:55]4[CH:54]=[N:53][CH:58]=[CH:57][CH:56]=4)=[N:60][C:61]=3[CH:67]=2)[CH2:23][C:24]2[CH:29]=[CH:28][C:27]([C:30]3[CH:35]=[CH:34][C:33]([C:36]([NH:37][CH:38]4[CH2:39][CH2:40][N:41]([C:44]([O:46][C:47]([CH3:50])([CH3:49])[CH3:48])=[O:45])[CH2:42][CH2:43]4)=[O:51])=[CH:32][C:31]=3[CH3:52])=[CH:26][CH:25]=2)=[O:17])[CH2:12][CH2:11]1)=[O:7])([CH3:3])([CH3:2])[CH3:4]. The catalyst class is: 35. (6) Reactant: [NH2:1][C:2]1[N:6]([C:7]2[CH:12]=[CH:11][C:10]([F:13])=[CH:9][CH:8]=2)[N:5]=[CH:4][C:3]=1[C:14](=[O:30])[C:15]1[CH:20]=[CH:19][CH:18]=[C:17]([C:21]#[C:22][CH2:23][N:24]2[CH2:29][CH2:28][O:27][CH2:26][CH2:25]2)[CH:16]=1. Product: [NH2:1][C:2]1[N:6]([C:7]2[CH:8]=[CH:9][C:10]([F:13])=[CH:11][CH:12]=2)[N:5]=[CH:4][C:3]=1[C:14](=[O:30])[C:15]1[CH:20]=[CH:19][CH:18]=[C:17]([CH2:21][CH2:22][CH2:23][N:24]2[CH2:25][CH2:26][O:27][CH2:28][CH2:29]2)[CH:16]=1. The catalyst class is: 29. (7) Reactant: [Br:1][C:2]1[CH:42]=[C:41]([F:43])[CH:40]=[CH:39][C:3]=1[O:4][C:5]1[C:6]([NH:20][C:21]2[S:22][CH:23]=[C:24]([CH:26]3[CH2:31][CH2:30][N:29](C(OC(C)(C)C)=O)[CH2:28][CH2:27]3)[N:25]=2)=[N:7][CH:8]=[C:9]([S:11][C:12]2[CH:17]=[CH:16][CH:15]=[C:14]([O:18][CH3:19])[CH:13]=2)[CH:10]=1.C(O)(C(F)(F)F)=O.O.C([O-])([O-])=O.[Na+].[Na+]. Product: [Br:1][C:2]1[CH:42]=[C:41]([F:43])[CH:40]=[CH:39][C:3]=1[O:4][C:5]1[C:6]([NH:20][C:21]2[S:22][CH:23]=[C:24]([CH:26]3[CH2:31][CH2:30][NH:29][CH2:28][CH2:27]3)[N:25]=2)=[N:7][CH:8]=[C:9]([S:11][C:12]2[CH:17]=[CH:16][CH:15]=[C:14]([O:18][CH3:19])[CH:13]=2)[CH:10]=1. The catalyst class is: 2.